This data is from Catalyst prediction with 721,799 reactions and 888 catalyst types from USPTO. The task is: Predict which catalyst facilitates the given reaction. (1) Reactant: [OH:1][CH2:2][CH:3]1[CH2:8][CH2:7][CH2:6][N:5]([C:9]([O:11][C:12]([CH3:15])([CH3:14])[CH3:13])=[O:10])[CH2:4]1.[H-].[Na+].[CH2:18](I)[CH:19]=[CH2:20]. Product: [CH2:20]([O:1][CH2:2][CH:3]1[CH2:8][CH2:7][CH2:6][N:5]([C:9]([O:11][C:12]([CH3:15])([CH3:14])[CH3:13])=[O:10])[CH2:4]1)[CH:19]=[CH2:18]. The catalyst class is: 3. (2) Reactant: [CH2:1]([N:3]([CH2:19][CH3:20])[C:4](=[O:18])[C:5]1[CH:10]=[CH:9][C:8]([CH:11]=[CH2:12])=[CH:7][C:6]=1[O:13][C:14]([F:17])([F:16])[F:15])[CH3:2].[H][H]. Product: [CH2:19]([N:3]([CH2:1][CH3:2])[C:4](=[O:18])[C:5]1[CH:10]=[CH:9][C:8]([CH2:11][CH3:12])=[CH:7][C:6]=1[O:13][C:14]([F:16])([F:15])[F:17])[CH3:20]. The catalyst class is: 43. (3) Reactant: [S:1]1[C:5]2[CH:6]=[CH:7][CH:8]=[CH:9][C:4]=2[N:3]=[C:2]1[CH2:10][N:11]1[CH2:16][CH2:15][N:14]([C:17]2[CH:26]=[CH:25][CH:24]=[CH:23][C:18]=2[O:19][CH2:20][CH2:21][OH:22])[CH2:13][CH2:12]1.C(N(CC)CC)C.[S:34](Cl)([C:37]1[CH:43]=[CH:42][C:40]([CH3:41])=[CH:39][CH:38]=1)(=[O:36])=[O:35]. Product: [CH3:41][C:40]1[CH:42]=[CH:43][C:37]([S:34]([O:22][CH2:21][CH2:20][O:19][C:18]2[CH:23]=[CH:24][CH:25]=[CH:26][C:17]=2[N:14]2[CH2:15][CH2:16][N:11]([CH2:10][C:2]3[S:1][C:5]4[CH:6]=[CH:7][CH:8]=[CH:9][C:4]=4[N:3]=3)[CH2:12][CH2:13]2)(=[O:36])=[O:35])=[CH:38][CH:39]=1. The catalyst class is: 4. (4) Reactant: [C:1]([N:8]1[CH2:13][CH2:12][N:11]([C:14](=[O:17])[NH:15][CH3:16])[CH2:10][CH2:9]1)(OC(C)(C)C)=O.Cl.CCOC(C)=O.[Cl:25][C:26]1[CH:31]=[C:30](CCl)[CH:29]=[CH:28][N:27]=1.C([O-])([O-])=O.[K+].[K+]. Product: [Cl:25][C:26]1[CH:31]=[C:30]([CH2:1][N:8]2[CH2:9][CH2:10][N:11]([C:14](=[O:17])[NH:15][CH3:16])[CH2:12][CH2:13]2)[CH:29]=[CH:28][N:27]=1. The catalyst class is: 3. (5) Reactant: [C:1]([O:5][C:6](=[O:23])[NH:7][C:8]1([CH3:22])[CH2:13][CH2:12][N:11](C(=O)C2C=CC=CC=2)[CH2:10][CH2:9]1)([CH3:4])([CH3:3])[CH3:2].[OH-].[Na+]. The catalyst class is: 8. Product: [C:1]([O:5][C:6](=[O:23])[NH:7][C:8]1([CH3:22])[CH2:13][CH2:12][NH:11][CH2:10][CH2:9]1)([CH3:4])([CH3:2])[CH3:3]. (6) Reactant: Cl[CH2:2][CH2:3][O:4][C:5]1[CH:13]=[C:12]2[C:8]([C:9]([C:27]#[N:28])=[C:10]([C:16]3[CH:21]=[CH:20][C:19]([NH:22][S:23]([CH3:26])(=[O:25])=[O:24])=[CH:18][CH:17]=3)[N:11]2[CH2:14][CH3:15])=[CH:7][CH:6]=1.[NH:29]1[CH2:34][CH2:33][O:32][CH2:31][CH2:30]1.[Na+].[I-].C(N(C(C)C)CC)(C)C. Product: [C:27]([C:9]1[C:8]2[C:12](=[CH:13][C:5]([O:4][CH2:3][CH2:2][N:29]3[CH2:34][CH2:33][O:32][CH2:31][CH2:30]3)=[CH:6][CH:7]=2)[N:11]([CH2:14][CH3:15])[C:10]=1[C:16]1[CH:21]=[CH:20][C:19]([NH:22][S:23]([CH3:26])(=[O:25])=[O:24])=[CH:18][CH:17]=1)#[N:28]. The catalyst class is: 144.